The task is: Predict the product of the given reaction.. This data is from Forward reaction prediction with 1.9M reactions from USPTO patents (1976-2016). Given the reactants C1C2C(C[O:15][C:16]([NH:18][CH2:19][C:20]3[N:21]([CH2:48][CH:49]([CH3:51])[CH3:50])[C:22](=[O:47])[C:23]4[C:28]([C:29]=3[C:30]3[CH:35]=[CH:34][CH:33]=[CH:32][CH:31]=3)=[CH:27][C:26]([C:36]3[S:37][C:38]([C:42]([O:44][CH2:45][CH3:46])=[O:43])=[C:39]([CH3:41])[N:40]=3)=[CH:25][CH:24]=4)=[O:17])C3C(=CC=CC=3)C=2C=CC=1.N1C=CC=CC=1.O.C(OC(O[C:62]([CH3:65])([CH3:64])[CH3:63])=O)(O[C:62]([CH3:65])([CH3:64])[CH3:63])=O, predict the reaction product. The product is: [C:62]([O:15][C:16]([NH:18][CH2:19][C:20]1[N:21]([CH2:48][CH:49]([CH3:50])[CH3:51])[C:22](=[O:47])[C:23]2[C:28]([C:29]=1[C:30]1[CH:31]=[CH:32][CH:33]=[CH:34][CH:35]=1)=[CH:27][C:26]([C:36]1[S:37][C:38]([C:42]([O:44][CH2:45][CH3:46])=[O:43])=[C:39]([CH3:41])[N:40]=1)=[CH:25][CH:24]=2)=[O:17])([CH3:65])([CH3:64])[CH3:63].